Dataset: Catalyst prediction with 721,799 reactions and 888 catalyst types from USPTO. Task: Predict which catalyst facilitates the given reaction. (1) Reactant: [C:1]1([C:7]2[C:11]3[CH2:12][N:13]([C:20]([O:22][C:23]([CH3:26])([CH3:25])[CH3:24])=[O:21])[CH:14]([C:16](OC)=[O:17])[CH2:15][C:10]=3[NH:9][N:8]=2)[CH:6]=[CH:5][CH:4]=[CH:3][CH:2]=1.[H-].[H-].[H-].[H-].[Li+].[Al+3].C(OCC)(=O)C.O. Product: [OH:17][CH2:16][CH:14]1[N:13]([C:20]([O:22][C:23]([CH3:25])([CH3:26])[CH3:24])=[O:21])[CH2:12][C:11]2[C:7]([C:1]3[CH:2]=[CH:3][CH:4]=[CH:5][CH:6]=3)=[N:8][NH:9][C:10]=2[CH2:15]1. The catalyst class is: 1. (2) Reactant: [CH3:1][O:2][C:3](=[O:12])[CH2:4][C:5]1[CH:10]=[CH:9][CH:8]=[C:7]([OH:11])[CH:6]=1.[Br:13][C:14]1[CH:15]=[CH:16][C:17](F)=[C:18]([CH:21]=1)[CH:19]=[O:20].C(=O)([O-])[O-].[K+].[K+].Cl. Product: [CH3:1][O:2][C:3](=[O:12])[CH2:4][C:5]1[CH:10]=[CH:9][CH:8]=[C:7]([O:11][C:17]2[CH:16]=[CH:15][C:14]([Br:13])=[CH:21][C:18]=2[CH:19]=[O:20])[CH:6]=1. The catalyst class is: 225. (3) Reactant: [CH2:1]([O:8][NH2:9])[C:2]1[CH:7]=[CH:6][CH:5]=[CH:4][CH:3]=1.[Cl:10][C:11]1[N:31]=[CH:30][CH:29]=[CH:28][C:12]=1[C:13]([NH:15][C:16]1[CH:21]=[CH:20][CH:19]=[CH:18][C:17]=1[O:22][CH:23]([CH3:27])[C:24](=O)[CH3:25])=[O:14].N1C=CC=CC=1. Product: [Cl:10][C:11]1[N:31]=[CH:30][CH:29]=[CH:28][C:12]=1[C:13]([NH:15][C:16]1[CH:21]=[CH:20][CH:19]=[CH:18][C:17]=1[O:22][CH:23]([CH3:27])[C:24](=[N:9][O:8][CH2:1][C:2]1[CH:7]=[CH:6][CH:5]=[CH:4][CH:3]=1)[CH3:25])=[O:14]. The catalyst class is: 5. (4) Reactant: [CH2:1]([C:3]1([C:9]2[CH:14]=[CH:13][N:12]=[C:11]([O:15][CH3:16])[C:10]=2[CH:17]=[O:18])[O:8][CH2:7][CH2:6][CH2:5][O:4]1)[CH3:2].[BH4-].[Na+]. Product: [CH2:1]([C:3]1([C:9]2[CH:14]=[CH:13][N:12]=[C:11]([O:15][CH3:16])[C:10]=2[CH2:17][OH:18])[O:8][CH2:7][CH2:6][CH2:5][O:4]1)[CH3:2]. The catalyst class is: 252.